This data is from Reaction yield outcomes from USPTO patents with 853,638 reactions. The task is: Predict the reaction yield, written as a fraction of the theoretical maximum amount of product (1.0 means a 100% yield; for example, 0.34 means a 34% yield). (1) The reactants are [CH3:1][C:2]1[C:3]2[C:8]([N:9]=[C:10]3[C:15]=1[CH:14]=[C:13]([CH2:16][CH2:17][C:18]([OH:20])=[O:19])[CH:12]=[CH:11]3)=[CH:7][CH:6]=[CH:5][CH:4]=2.OS(O)(=O)=O.O.[CH3:27]O. No catalyst specified. The product is [CH3:27][O:19][C:18](=[O:20])[CH2:17][CH2:16][C:13]1[CH:12]=[CH:11][C:10]2[C:15](=[C:2]([CH3:1])[C:3]3[C:8]([N:9]=2)=[CH:7][CH:6]=[CH:5][CH:4]=3)[CH:14]=1. The yield is 0.820. (2) The reactants are [CH3:1][C:2]1([CH3:9])[O:6][CH:5]([CH2:7]O)[CH2:4][O:3]1.C1(P(C2C=CC=CC=2)C2C=CC=CC=2)C=CC=CC=1.N1C=CN=C1.[I:34]I. The catalyst is C1(C)C=CC=CC=1. The product is [I:34][CH2:7][CH:5]1[CH2:4][O:3][C:2]([CH3:9])([CH3:1])[O:6]1. The yield is 0.860. (3) The reactants are [C:1]([C:5]1[C:10]([N+:11]([O-:13])=[O:12])=[CH:9][C:8]([NH:14][C:15]#[C:16][Si](C)(C)C)=[CH:7][CH:6]=1)([CH3:4])([CH3:3])[CH3:2]. The catalyst is CN(C=O)C.[Cu]I. The product is [C:1]([C:5]1[CH:6]=[C:7]2[C:8](=[CH:9][C:10]=1[N+:11]([O-:13])=[O:12])[NH:14][CH:15]=[CH:16]2)([CH3:4])([CH3:3])[CH3:2]. The yield is 0.690. (4) The reactants are [C:1]([C:3]1[CH:4]=[C:5]([N:9]=[C:10]=[O:11])[CH:6]=[CH:7][CH:8]=1)#[N:2].[Br:12][C:13]1[CH:18]=[CH:17][C:16]([CH2:19][CH2:20][OH:21])=[CH:15][CH:14]=1. The catalyst is C1(C)C=CC=CC=1.CC(C)([O-])C.CC(C)([O-])C.CC(C)([O-])C.CC(C)([O-])C.[Ti+4]. The product is [Br:12][C:13]1[CH:18]=[CH:17][C:16]([CH2:19][CH2:20][O:21][C:10](=[O:11])[NH:9][C:5]2[CH:6]=[CH:7][CH:8]=[C:3]([C:1]#[N:2])[CH:4]=2)=[CH:15][CH:14]=1. The yield is 1.00. (5) The reactants are [CH3:1][O:2][C:3]([C:5]12[CH2:12][CH2:11][C:8]([OH:13])([CH2:9][CH2:10]1)[CH2:7][CH2:6]2)=[O:4].N1C=CC=CC=1.[F:20][C:21]([F:34])([F:33])[S:22](O[S:22]([C:21]([F:34])([F:33])[F:20])(=[O:24])=[O:23])(=[O:24])=[O:23]. The catalyst is ClCCl. The product is [CH3:1][O:2][C:3]([C:5]12[CH2:10][CH2:9][C:8]([O:13][S:22]([C:21]([F:34])([F:33])[F:20])(=[O:24])=[O:23])([CH2:11][CH2:12]1)[CH2:7][CH2:6]2)=[O:4]. The yield is 0.610. (6) The reactants are C(C1C(=O)C(Cl)=C(Cl)C(=O)C=1C#N)#N.[F:15][C:16]1[CH:17]=[C:18]2[C:23](=[CH:24][CH:25]=1)[NH:22][C:21](=[O:26])[CH2:20][CH2:19]2. The catalyst is O1CCOCC1. The product is [F:15][C:16]1[CH:17]=[C:18]2[C:23](=[CH:24][CH:25]=1)[NH:22][C:21](=[O:26])[CH:20]=[CH:19]2. The yield is 0.310.